This data is from Reaction yield outcomes from USPTO patents with 853,638 reactions. The task is: Predict the reaction yield, written as a fraction of the theoretical maximum amount of product (1.0 means a 100% yield; for example, 0.34 means a 34% yield). (1) The reactants are [OH-:1].[K+].[N+:3]([C:6]1[CH:16]=[CH:15][CH:14]=[C:8]2[C:9]([NH:11][C:12](=[O:13])[C:7]=12)=[O:10])([O-:5])=[O:4].Cl. The catalyst is O. The product is [N+:3]([C:6]1[CH:16]=[CH:15][CH:14]=[C:8]([C:9]([OH:1])=[O:10])[C:7]=1[C:12]([NH2:11])=[O:13])([O-:5])=[O:4]. The yield is 0.900. (2) The reactants are Cl[C:2]1[C:3]([NH2:9])=[N:4][CH:5]=[N:6][C:7]=1Cl.[O:10]([C:17]1[CH:22]=[CH:21][C:20](B(O)O)=[CH:19][CH:18]=1)[C:11]1[CH:16]=[CH:15][CH:14]=[CH:13][CH:12]=1.[NH2:26][CH2:27][C@@H:28]1[CH2:33][CH2:32][N:31]([C:34]([O:36]C(C)(C)C)=O)[CH2:30][C@H:29]1[OH:41].[O:42]1[CH2:47][CH2:46][N:45]([CH2:48][CH2:49]C(O)=O)[CH2:44][CH2:43]1. No catalyst specified. The product is [NH2:9][C:3]1[N:4]=[CH:5][N:6]=[C:7]([NH:26][CH2:27][C@@H:28]2[CH2:33][CH2:32][N:31]([C:34](=[O:36])[CH2:49][CH2:48][N:45]3[CH2:46][CH2:47][O:42][CH2:43][CH2:44]3)[CH2:30][C@H:29]2[OH:41])[C:2]=1[C:20]1[CH:21]=[CH:22][C:17]([O:10][C:11]2[CH:16]=[CH:15][CH:14]=[CH:13][CH:12]=2)=[CH:18][CH:19]=1. The yield is 0.305. (3) The reactants are [NH2:1][C:2]1[CH:7]=[C:6]([O:8][C:9]2[CH:14]=[CH:13][C:12]([NH:15][C:16]([C:18]3([C:21]([NH:23][C:24]4[CH:29]=[CH:28][C:27]([F:30])=[CH:26][CH:25]=4)=[O:22])[CH2:20][CH2:19]3)=[O:17])=[C:11]([F:31])[CH:10]=2)[CH:5]=[CH:4][N:3]=1.C(N(CC)CC)C.Cl[C:40](OC1C=CC=CC=1)=[O:41].FC(F)(F)C(O)=O.[OH:56][CH2:57][CH:58]1[CH2:61][NH:60][CH2:59]1. The catalyst is O1CCCC1. The product is [F:31][C:11]1[CH:10]=[C:9]([O:8][C:6]2[CH:5]=[CH:4][N:3]=[C:2]([NH:1][C:40]([N:60]3[CH2:61][CH:58]([CH2:57][OH:56])[CH2:59]3)=[O:41])[CH:7]=2)[CH:14]=[CH:13][C:12]=1[NH:15][C:16]([C:18]1([C:21]([NH:23][C:24]2[CH:25]=[CH:26][C:27]([F:30])=[CH:28][CH:29]=2)=[O:22])[CH2:20][CH2:19]1)=[O:17]. The yield is 0.231. (4) The reactants are [Cl:1][C:2]1[C:3]([N:17]2[CH2:22][CH2:21][CH2:20][C@@H:19]([N:23](C)[C:24](=O)OC(C)(C)C)[CH2:18]2)=[C:4]2[C:10]([NH:11][C:12]([CH:14]3[CH2:16][CH2:15]3)=[O:13])=[CH:9][NH:8][C:5]2=[N:6][CH:7]=1.C(O)(C(F)(F)F)=O. The catalyst is C(Cl)Cl. The product is [ClH:1].[Cl:1][C:2]1[C:3]([N:17]2[CH2:22][CH2:21][CH2:20][C@@H:19]([NH:23][CH3:24])[CH2:18]2)=[C:4]2[C:10]([NH:11][C:12]([CH:14]3[CH2:15][CH2:16]3)=[O:13])=[CH:9][NH:8][C:5]2=[N:6][CH:7]=1. The yield is 0.850. (5) The reactants are [C:1](/[C:3](/[C:28]1[CH:33]=[CH:32][C:31]([O:34][CH3:35])=[C:30]([O:36][CH3:37])[CH:29]=1)=[CH:4]\[C:5]1[S:9][C:8]([N:10]2[CH2:15][CH2:14][CH:13]([O:16][C:17](=[O:27])[CH2:18][N:19]3[CH2:24][CH2:23][CH2:22][CH:21]([CH2:25][OH:26])[CH2:20]3)[CH2:12][CH2:11]2)=[CH:7][CH:6]=1)#[N:2].[CH3:38][S:39]([OH:42])(=[O:41])=[O:40]. The catalyst is CO. The product is [CH3:38][S:39]([OH:42])(=[O:41])=[O:40].[C:1](/[C:3](/[C:28]1[CH:33]=[CH:32][C:31]([O:34][CH3:35])=[C:30]([O:36][CH3:37])[CH:29]=1)=[CH:4]\[C:5]1[S:9][C:8]([N:10]2[CH2:11][CH2:12][CH:13]([O:16][C:17](=[O:27])[CH2:18][N:19]3[CH2:24][CH2:23][CH2:22][CH:21]([CH2:25][OH:26])[CH2:20]3)[CH2:14][CH2:15]2)=[CH:7][CH:6]=1)#[N:2]. The yield is 0.890. (6) The yield is 0.490. The catalyst is CC(C)=O.O.O=[Os](=O)(=O)=O.C(O)(C)(C)C. The reactants are [C:1]([O:4][C@H:5]1[C@H:14]([O:15][C:16](=[O:18])[CH3:17])[C@H:13]([O:19][C:20](=[O:22])[CH3:21])[C@H:12]([CH3:23])[O:11][C@H:6]1[O:7][CH2:8][CH:9]=C)(=[O:3])[CH3:2].C[N+]1([O-])CC[O:28]CC1. The product is [C:1]([O:4][C@H:5]1[C@H:14]([O:15][C:16](=[O:18])[CH3:17])[C@H:13]([O:19][C:20](=[O:22])[CH3:21])[C@H:12]([CH3:23])[O:11][C@H:6]1[O:7][CH2:8][CH:9]=[O:28])(=[O:3])[CH3:2]. (7) The reactants are [N:1]1[N:2]=[C:3]([C:10]2[CH:19]=[CH:18][C:17]3[C:12](=[C:13]([O:20][Si](C(C)(C)C)(C)C)[CH:14]=[CH:15][CH:16]=3)[N:11]=2)[N:4]2[CH:9]=[CH:8][CH:7]=[CH:6][C:5]=12.[F-].C([N+](CCCC)(CCCC)CCCC)CCC. The catalyst is C1COCC1. The product is [N:1]1[N:2]=[C:3]([C:10]2[CH:19]=[CH:18][C:17]3[C:12](=[C:13]([OH:20])[CH:14]=[CH:15][CH:16]=3)[N:11]=2)[N:4]2[CH:9]=[CH:8][CH:7]=[CH:6][C:5]=12. The yield is 0.900. (8) The reactants are [OH:1][C:2]1[CH:9]=[C:8]([OH:10])[CH:7]=[CH:6][C:3]=1[CH:4]=O.C([C:15](C(C)(C)C)([C:19]([OH:21])=[O:20])[C:16]([OH:18])=O)(C)(C)C. The catalyst is C(O)(C)(C)C.N1CCCCC1. The product is [C:3]([O:21][C:19]([C:15]1[C:16](=[O:18])[O:1][C:2]2[C:3]([CH:4]=1)=[CH:6][CH:7]=[C:8]([OH:10])[CH:9]=2)=[O:20])([CH3:6])([CH3:4])[CH3:2]. The yield is 0.225. (9) The reactants are [CH3:1][O:2][C:3]1[N:8]=[C:7]2[C:9]([CH3:23])([CH3:22])[N:10](CC3C=CC(OC)=CC=3)[C:11](=[O:12])[C:6]2=[CH:5][CH:4]=1.O.CCOC(C)=O. The catalyst is CC#N. The product is [CH3:1][O:2][C:3]1[N:8]=[C:7]2[C:9]([CH3:23])([CH3:22])[NH:10][C:11](=[O:12])[C:6]2=[CH:5][CH:4]=1. The yield is 0.630. (10) The reactants are Br[CH2:2][C:3]1[CH:26]=[CH:25][CH:24]=[CH:23][C:4]=1[C:5]([C:7]1[CH:12]=[C:11]([Cl:13])[CH:10]=[CH:9][C:8]=1[NH:14]C(=O)C1C=CC=CC=1)=[O:6].[CH3:27][NH:28][CH3:29].[OH-].[K+]. The catalyst is C(Cl)Cl.O. The product is [NH2:14][C:8]1[CH:9]=[CH:10][C:11]([Cl:13])=[CH:12][C:7]=1[C:5]([C:4]1[CH:23]=[CH:24][CH:25]=[CH:26][C:3]=1[CH2:2][N:28]([CH3:29])[CH3:27])=[O:6]. The yield is 0.530.